From a dataset of Forward reaction prediction with 1.9M reactions from USPTO patents (1976-2016). Predict the product of the given reaction. (1) Given the reactants [CH:1]([C:3]1[CH:4]=[C:5]([C:9]2[CH:10]=[C:11]3[C:15](=[C:16]([C:18]([NH2:20])=[O:19])[CH:17]=2)[NH:14][CH:13]=[C:12]3[CH:21]2[CH2:26][CH2:25][N:24]([S:27]([CH2:30][CH2:31][O:32][CH3:33])(=[O:29])=[O:28])[CH2:23][CH2:22]2)[CH:6]=[CH:7][CH:8]=1)=O.[CH3:34][NH2:35].[BH4-].[Na+], predict the reaction product. The product is: [CH3:34][NH:35][CH2:1][C:3]1[CH:4]=[C:5]([C:9]2[CH:10]=[C:11]3[C:15](=[C:16]([C:18]([NH2:20])=[O:19])[CH:17]=2)[NH:14][CH:13]=[C:12]3[CH:21]2[CH2:26][CH2:25][N:24]([S:27]([CH2:30][CH2:31][O:32][CH3:33])(=[O:29])=[O:28])[CH2:23][CH2:22]2)[CH:6]=[CH:7][CH:8]=1. (2) Given the reactants Cl[C:2]([O:4][CH3:5])=[O:3].[F:6][C:7]1[CH:12]=[CH:11][C:10]([C:13]2[C:21]([C:22]3[CH:27]=[CH:26][N:25]=[C:24]([NH2:28])[CH:23]=3)=[C:16]3[CH2:17][CH2:18][CH2:19][CH2:20][N:15]3[N:14]=2)=[CH:9][CH:8]=1.C(N(C(C)C)CC)(C)C.O, predict the reaction product. The product is: [F:6][C:7]1[CH:12]=[CH:11][C:10]([C:13]2[C:21]([C:22]3[CH:27]=[CH:26][N:25]=[C:24]([NH:28][C:2](=[O:3])[O:4][CH3:5])[CH:23]=3)=[C:16]3[CH2:17][CH2:18][CH2:19][CH2:20][N:15]3[N:14]=2)=[CH:9][CH:8]=1. (3) The product is: [Cl:31][C:28]1[CH:29]=[CH:30][C:25]([CH:10]2[C:5]3[N:6]([CH:7]([CH3:9])[CH3:8])[C:2]([C:36]4[CH2:37][CH2:38][N:33]([CH3:32])[CH2:34][CH:35]=4)=[N:3][C:4]=3[C:12](=[O:13])[N:11]2[C:14]2[CH:15]=[C:16]([CH3:24])[C:17]3[N:18]([C:20]([CH3:23])=[N:21][N:22]=3)[CH:19]=2)=[CH:26][CH:27]=1. Given the reactants Br[C:2]1[N:6]([CH:7]([CH3:9])[CH3:8])[C:5]2[CH:10]([C:25]3[CH:30]=[CH:29][C:28]([Cl:31])=[CH:27][CH:26]=3)[N:11]([C:14]3[CH:15]=[C:16]([CH3:24])[C:17]4[N:18]([C:20]([CH3:23])=[N:21][N:22]=4)[CH:19]=3)[C:12](=[O:13])[C:4]=2[N:3]=1.[CH3:32][N:33]1[CH2:38][CH:37]=[C:36](B2OC(C)(C)C(C)(C)O2)[CH2:35][CH2:34]1, predict the reaction product. (4) Given the reactants [CH:1]1([N:4]([S:12]([C:15]2[CH:20]=[CH:19][CH:18]=[CH:17][C:16]=2[C:21]2[CH:26]=[CH:25][CH:24]=[C:23]([CH2:27][O:28][CH2:29][CH2:30][O:31][CH2:32][CH2:33][CH2:34][CH2:35][CH2:36][CH2:37][N:38]3[CH2:42][C@@H:41]([C:43]4[CH:54]=[CH:53][C:46]5[O:47][C:48]([CH3:52])([CH3:51])[O:49][CH2:50][C:45]=5[CH:44]=4)[O:40]C3=O)[CH:22]=2)(=[O:14])=[O:13])C(=O)OC(C)(C)C)[CH2:3][CH2:2]1.C[Si](C)(C)[O-].[K+].P([O-])([O-])([O-])=O, predict the reaction product. The product is: [CH:1]1([NH:4][S:12]([C:15]2[C:16]([C:21]3[CH:26]=[CH:25][CH:24]=[C:23]([CH2:27][O:28][CH2:29][CH2:30][O:31][CH2:32][CH2:33][CH2:34][CH2:35][CH2:36][CH2:37][NH:38][CH2:42][C@@H:41]([C:43]4[CH:54]=[CH:53][C:46]5[O:47][C:48]([CH3:51])([CH3:52])[O:49][CH2:50][C:45]=5[CH:44]=4)[OH:40])[CH:22]=3)=[CH:17][CH:18]=[CH:19][CH:20]=2)(=[O:13])=[O:14])[CH2:2][CH2:3]1.